This data is from Reaction yield outcomes from USPTO patents with 853,638 reactions. The task is: Predict the reaction yield, written as a fraction of the theoretical maximum amount of product (1.0 means a 100% yield; for example, 0.34 means a 34% yield). (1) The reactants are [CH3:1][O:2][C:3]1[CH:10]=[CH:9][C:6]([CH2:7]O)=[CH:5][CH:4]=1.Cl.[NH2:12][C@H:13]([C:16]([OH:18])=[O:17])[CH2:14][SH:15].[OH-].[Na+]. The catalyst is C(OCC)C.C(O)C. The product is [NH2:12][C@@H:13]([CH2:14][S:15][CH2:7][C:6]1[CH:9]=[CH:10][C:3]([O:2][CH3:1])=[CH:4][CH:5]=1)[C:16]([OH:18])=[O:17]. The yield is 0.640. (2) The reactants are [Cl:1][C:2]1[CH:10]=[CH:9][C:5]([CH2:6][C:7]#[N:8])=[CH:4][CH:3]=1.[C:11]([O:15][C:16](=[O:24])[N:17]([CH2:21][CH2:22]Cl)[CH2:18][CH2:19]Cl)([CH3:14])([CH3:13])[CH3:12].[H-].[Na+]. The catalyst is CN(C)C=O. The product is [C:11]([O:15][C:16]([N:17]1[CH2:21][CH2:22][C:6]([C:5]2[CH:9]=[CH:10][C:2]([Cl:1])=[CH:3][CH:4]=2)([C:7]#[N:8])[CH2:19][CH2:18]1)=[O:24])([CH3:14])([CH3:13])[CH3:12]. The yield is 0.540. (3) The reactants are [N:1]1([C:7]2[CH:31]=[CH:30][C:10]([C:11]([NH:13][C:14]3[CH:29]=[CH:28][CH:27]=[CH:26][C:15]=3[C:16]([NH:18][C:19]3[CH:24]=[CH:23][C:22]([Cl:25])=[CH:21][N:20]=3)=[O:17])=[O:12])=[C:9]([O:32][CH:33]3[CH2:38][CH2:37][N:36](C(OC(C)(C)C)=O)[CH2:35][CH2:34]3)[CH:8]=2)[CH2:6][CH2:5][O:4][CH2:3][CH2:2]1. The catalyst is C(O)(C(F)(F)F)=O. The product is [Cl:25][C:22]1[CH:23]=[CH:24][C:19]([NH:18][C:16](=[O:17])[C:15]2[CH:26]=[CH:27][CH:28]=[CH:29][C:14]=2[NH:13][C:11](=[O:12])[C:10]2[CH:30]=[CH:31][C:7]([N:1]3[CH2:2][CH2:3][O:4][CH2:5][CH2:6]3)=[CH:8][C:9]=2[O:32][CH:33]2[CH2:38][CH2:37][NH:36][CH2:35][CH2:34]2)=[N:20][CH:21]=1. The yield is 1.00. (4) The reactants are [O:1]=[C:2]1[CH2:8][CH2:7][N:6]([C:9]([O:11][C:12]([CH3:15])([CH3:14])[CH3:13])=[O:10])[CH2:5][CH2:4][CH:3]1C(OCC)=O.[OH-].[Na+].Cl. The catalyst is O1CCOCC1.O. The product is [O:1]=[C:2]1[CH2:3][CH2:4][CH2:5][N:6]([C:9]([O:11][C:12]([CH3:15])([CH3:14])[CH3:13])=[O:10])[CH2:7][CH2:8]1. The yield is 0.770. (5) The reactants are [Cl:1][C:2]1[CH:3]=[C:4]2[C:8](=[CH:9][CH:10]=1)[NH:7][CH:6]=[C:5]2[CH2:11][CH2:12][NH:13][C:14](=[O:22])[C:15]1[CH:20]=[CH:19][C:18](I)=[CH:17][CH:16]=1.[CH3:23][O:24][C:25]1[CH:26]=[C:27](B(O)O)[CH:28]=[CH:29][CH:30]=1.C(=O)([O-])[O-].[Na+].[Na+]. The catalyst is C(COC)OC.O.C1C=CC([P]([Pd]([P](C2C=CC=CC=2)(C2C=CC=CC=2)C2C=CC=CC=2)([P](C2C=CC=CC=2)(C2C=CC=CC=2)C2C=CC=CC=2)[P](C2C=CC=CC=2)(C2C=CC=CC=2)C2C=CC=CC=2)(C2C=CC=CC=2)C2C=CC=CC=2)=CC=1. The product is [Cl:1][C:2]1[CH:3]=[C:4]2[C:8](=[CH:9][CH:10]=1)[NH:7][CH:6]=[C:5]2[CH2:11][CH2:12][NH:13][C:14]([C:15]1[CH:20]=[CH:19][C:18]([C:29]2[CH:28]=[CH:27][CH:26]=[C:25]([O:24][CH3:23])[CH:30]=2)=[CH:17][CH:16]=1)=[O:22]. The yield is 0.730. (6) The reactants are [C:1]([O:10]C)(=O)[C:2]1[C:3](=[CH:5][CH:6]=[CH:7][CH:8]=1)[SH:4].[C:12]([C:14]1[CH:19]=[CH:18][CH:17]=[C:16]([S:20][C:21]([CH3:24])([CH3:23])[CH3:22])[N:15]=1)#[N:13].C(N(CC)CC)C. The catalyst is C1(C)C=CC=CC=1. The product is [C:21]([S:20][C:16]1[N:15]=[C:14]([C:12]2[S:4][C:3]3[CH:5]=[CH:6][CH:7]=[CH:8][C:2]=3[C:1](=[O:10])[N:13]=2)[CH:19]=[CH:18][CH:17]=1)([CH3:24])([CH3:22])[CH3:23]. The yield is 0.0700. (7) The reactants are [CH2:1]([NH:5][CH3:6])[CH2:2][CH2:3][CH3:4].[Br:7][CH2:8][CH2:9][CH2:10][CH2:11][CH2:12][CH2:13][CH2:14][CH2:15][CH2:16][CH2:17][C:18]([OH:20])=O.Cl.CN(C)CCCN=C=NCC. The catalyst is C(Cl)Cl.CN(C1C=CC=CN=1)C. The product is [CH2:1]([N:5]([CH3:6])[C:18](=[O:20])[CH2:17][CH2:16][CH2:15][CH2:14][CH2:13][CH2:12][CH2:11][CH2:10][CH2:9][CH2:8][Br:7])[CH2:2][CH2:3][CH3:4]. The yield is 0.820. (8) The reactants are [Si:1]([O:18][CH2:19][C:20]([C:23]1[S:24][C:25]([C:28]2[CH:29]=[C:30]([CH:32]=[CH:33][CH:34]=2)[NH2:31])=[CH:26][N:27]=1)([CH3:22])[CH3:21])([C:14]([CH3:17])([CH3:16])[CH3:15])([C:8]1[CH:13]=[CH:12][CH:11]=[CH:10][CH:9]=1)[C:2]1[CH:7]=[CH:6][CH:5]=[CH:4][CH:3]=1.C(=O)([O-])[O-].[Cs+].[Cs+].CC1(C)C2C(=C(P(C3C=CC=CC=3)C3C=CC=CC=3)C=CC=2)OC2C(P(C3C=CC=CC=3)C3C=CC=CC=3)=CC=CC1=2.Cl[C:84]1[N:89]=[C:88]([C:90]([F:93])([F:92])[F:91])[CH:87]=[CH:86][N:85]=1. The catalyst is O1CCOCC1.C([O-])(=O)C.[Pd+2].C([O-])(=O)C. The product is [Si:1]([O:18][CH2:19][C:20]([C:23]1[S:24][C:25]([C:28]2[CH:29]=[C:30]([NH:31][C:84]3[N:89]=[C:88]([C:90]([F:93])([F:92])[F:91])[CH:87]=[CH:86][N:85]=3)[CH:32]=[CH:33][CH:34]=2)=[CH:26][N:27]=1)([CH3:22])[CH3:21])([C:14]([CH3:15])([CH3:16])[CH3:17])([C:2]1[CH:7]=[CH:6][CH:5]=[CH:4][CH:3]=1)[C:8]1[CH:13]=[CH:12][CH:11]=[CH:10][CH:9]=1. The yield is 0.640. (9) The reactants are [NH:1]([C:8]1[CH:13]=[CH:12][N:11]=[C:10]([NH:14][C:15]2[CH:20]=[CH:19][C:18]([OH:21])=[CH:17][CH:16]=2)[N:9]=1)[C:2]1[CH:7]=[CH:6][CH:5]=[CH:4][CH:3]=1.C([O-])([O-])=O.[K+].[K+].[CH2:28]([CH:30]1[O:32][CH2:31]1)Br. The catalyst is CS(C)=O. The product is [NH:1]([C:8]1[CH:13]=[CH:12][N:11]=[C:10]([NH:14][C:15]2[CH:16]=[CH:17][C:18]([O:21][CH2:28][CH:30]3[O:32][CH2:31]3)=[CH:19][CH:20]=2)[N:9]=1)[C:2]1[CH:3]=[CH:4][CH:5]=[CH:6][CH:7]=1. The yield is 0.940.